The task is: Predict the reaction yield, written as a fraction of the theoretical maximum amount of product (1.0 means a 100% yield; for example, 0.34 means a 34% yield).. This data is from Reaction yield outcomes from USPTO patents with 853,638 reactions. (1) The reactants are [CH3:1][C:2]1[CH:7]=[CH:6][CH:5]=[CH:4][C:3]=1[C:8](=[O:10])[CH3:9].[CH3:11][Mg]Br.[NH4+].[Cl-]. The catalyst is O1CCCC1. The product is [CH3:1][C:2]1[CH:7]=[CH:6][CH:5]=[CH:4][C:3]=1[C:8]([OH:10])([CH3:11])[CH3:9]. The yield is 0.880. (2) The reactants are [N:1]12[CH2:8][CH2:7][C:4]([C:9]([C:17]3[CH:22]=[CH:21][CH:20]=[CH:19][CH:18]=3)([C:11]3[CH:16]=[CH:15][CH:14]=[CH:13][CH:12]=3)[OH:10])([CH2:5][CH2:6]1)[CH2:3][CH2:2]2.[C:23]1([O:29][CH2:30][CH2:31][CH2:32][CH2:33][Br:34])[CH:28]=[CH:27][CH:26]=[CH:25][CH:24]=1. The catalyst is CC#N. The product is [Br-:34].[OH:10][C:9]([C:17]1[CH:22]=[CH:21][CH:20]=[CH:19][CH:18]=1)([C:11]1[CH:12]=[CH:13][CH:14]=[CH:15][CH:16]=1)[C:4]12[CH2:5][CH2:6][N+:1]([CH2:33][CH2:32][CH2:31][CH2:30][O:29][C:23]3[CH:28]=[CH:27][CH:26]=[CH:25][CH:24]=3)([CH2:2][CH2:3]1)[CH2:8][CH2:7]2. The yield is 0.649. (3) The reactants are [OH:1][N:2]1[C:7](=[O:8])[C:6]([CH2:9][C:10]2[CH:15]=[CH:14][C:13]([C:16]3[C:17]([C:22]#[N:23])=[CH:18][CH:19]=[CH:20][CH:21]=3)=[CH:12][CH:11]=2)=[C:5]([CH2:24][CH2:25][CH3:26])[N:4]=[C:3]1[CH3:27].[O:28]1[CH2:33][CH2:32][CH:31](O)[CH2:30][CH2:29]1.C1(P(C2C=CC=CC=2)C2C=CC=CC=2)C=CC=CC=1.[N:55]([C:56]([O:58]C(C)C)=[O:57])=[N:55][C:56]([O:58]C(C)C)=[O:57]. The catalyst is O1CCCC1.C(OCC)(=O)C. The product is [CH3:27][C:3]1[N:2]([O:1][CH:31]2[CH2:32][CH2:33][O:28][CH2:29][CH2:30]2)[C:7](=[O:8])[C:6]([CH2:9][C:10]2[CH:11]=[CH:12][C:13]([C:16]3[CH:21]=[CH:20][CH:19]=[CH:18][C:17]=3[C:22]3[NH:55][C:56](=[O:57])[O:58][N:23]=3)=[CH:14][CH:15]=2)=[C:5]([CH2:24][CH2:25][CH3:26])[N:4]=1. The yield is 0.490. (4) The yield is 0.290. No catalyst specified. The product is [Br:21][C:22]1[CH:27]=[N:26][C:25]2[C:28]3[CH:29]=[C:30]([CH2:34][C:35]([O:37][CH3:38])=[O:36])[CH:31]=[CH:32][C:33]=3[NH:39][C:24]=2[CH:23]=1. The reactants are BrC1C=NC2C3C=CC(CC(OCC)=O)=CC=3NC=2C=1.[Br:21][C:22]1[CH:23]=[C:24]([N+:39]([O-])=O)[C:25]([C:28]2[CH:29]=[C:30]([CH2:34][C:35]([O:37][CH3:38])=[O:36])[CH:31]=[CH:32][CH:33]=2)=[N:26][CH:27]=1.CCN(CCOC1C=CC(CC2C=CC=CC=2)=CC=1)CC.Cl. (5) The reactants are [Br:1][C:2]1[CH:3]=[CH:4][CH:5]=[C:6]([CH:8]=1)[NH2:7].[OH:9][C:10](=[C:15]1C(=O)OC(C)(C)[O:17][C:16]1=O)[CH2:11][C:12](=O)[CH3:13].[C:25]1(C)C=CC(S(O)(=O)=O)=CC=1. The catalyst is C1(C)C=CC=CC=1.CCOCC. The product is [Br:1][C:2]1[CH:3]=[CH:4][C:5]([CH3:25])=[C:6]([N:7]2[C:12]([CH3:13])=[CH:11][C:10]([OH:9])=[CH:15][C:16]2=[O:17])[CH:8]=1. The yield is 0.770. (6) The catalyst is CS(C)=O. The yield is 0.670. The product is [OH:22][C:8]1[C:9]([C:13]([N:15]2[CH2:20][CH2:19][N:18]([CH3:21])[CH2:17][CH2:16]2)=[O:14])=[CH:10][CH:11]=[CH:12][C:7]=1[NH:6][C:5]1[C:4](=[O:23])[C:3](=[O:24])[C:2]=1[NH:29][C:28]1[CH:30]=[CH:31][CH:32]=[CH:33][C:27]=1[O:26][CH3:25]. The reactants are Cl[C:2]1[C:3](=[O:24])[C:4](=[O:23])[C:5]=1[NH:6][C:7]1[CH:12]=[CH:11][CH:10]=[C:9]([C:13]([N:15]2[CH2:20][CH2:19][N:18]([CH3:21])[CH2:17][CH2:16]2)=[O:14])[C:8]=1[OH:22].[CH3:25][O:26][C:27]1[CH:33]=[CH:32][CH:31]=[CH:30][C:28]=1[NH2:29].